Dataset: Catalyst prediction with 721,799 reactions and 888 catalyst types from USPTO. Task: Predict which catalyst facilitates the given reaction. (1) Reactant: [Cl:1][C:2]1[CH:7]=[CH:6][C:5]([S:8]([NH:11][CH2:12][C:13]2[CH:22]=[CH:21][C:16]([C:17]([O:19][CH3:20])=[O:18])=[CH:15][CH:14]=2)(=[O:10])=[O:9])=[CH:4][CH:3]=1.[CH3:23][CH:24](O)[CH3:25].C1C=CC(P(C2C=CC=CC=2)C2C=CC=CC=2)=CC=1.N(C(OC(C)C)=O)=NC(OC(C)C)=O. Product: [Cl:1][C:2]1[CH:7]=[CH:6][C:5]([S:8]([N:11]([CH2:12][C:13]2[CH:14]=[CH:15][C:16]([C:17]([O:19][CH3:20])=[O:18])=[CH:21][CH:22]=2)[CH:24]([CH3:25])[CH3:23])(=[O:10])=[O:9])=[CH:4][CH:3]=1. The catalyst class is: 20. (2) Reactant: N[C:2]1[C:3]([CH3:11])=[C:4]([CH:8]=[CH:9][CH:10]=1)[C:5]([OH:7])=[O:6].N([O-])=O.[Na+].[BrH:16]. Product: [Br:16][C:2]1[C:3]([CH3:11])=[C:4]([CH:8]=[CH:9][CH:10]=1)[C:5]([OH:7])=[O:6]. The catalyst class is: 6.